This data is from Peptide-MHC class I binding affinity with 185,985 pairs from IEDB/IMGT. The task is: Regression. Given a peptide amino acid sequence and an MHC pseudo amino acid sequence, predict their binding affinity value. This is MHC class I binding data. (1) The peptide sequence is KRVQEVRGY. The MHC is HLA-B27:05 with pseudo-sequence HLA-B27:05. The binding affinity (normalized) is 0.336. (2) The peptide sequence is YPLGQGSF. The MHC is HLA-B54:01 with pseudo-sequence HLA-B54:01. The binding affinity (normalized) is 0.